This data is from Forward reaction prediction with 1.9M reactions from USPTO patents (1976-2016). The task is: Predict the product of the given reaction. (1) Given the reactants C[O:2][C:3]1[CH:18]=[CH:17][C:6]2[N:7]([CH2:10][C:11]3[CH:16]=[CH:15][CH:14]=[CH:13][CH:12]=3)[CH:8]=[N:9][C:5]=2[C:4]=1[C:19]([O:21]C)=[O:20], predict the reaction product. The product is: [OH:2][C:3]1[CH:18]=[CH:17][C:6]2[N:7]([CH2:10][C:11]3[CH:16]=[CH:15][CH:14]=[CH:13][CH:12]=3)[CH:8]=[N:9][C:5]=2[C:4]=1[C:19]([OH:21])=[O:20]. (2) Given the reactants C(NC(C)C)(C)C.[N:8]1([C:17]([O:19][C:20]([CH3:23])([CH3:22])[CH3:21])=[O:18])[CH2:12][CH2:11][CH2:10][CH:9]1[C:13]([O:15]C)=O.[CH2:24]([NH:31][CH2:32]C#N)[C:25]1[CH:30]=[CH:29][CH:28]=[CH:27][CH:26]=1.[NH4+].[Cl-], predict the reaction product. The product is: [CH2:24]([N:31]1[C:13](=[O:15])[C:9]2([CH2:10][CH2:11][CH2:12][N:8]2[C:17]([O:19][C:20]([CH3:23])([CH3:22])[CH3:21])=[O:18])[CH2:32]1)[C:25]1[CH:30]=[CH:29][CH:28]=[CH:27][CH:26]=1. (3) Given the reactants Br[C:2]1[CH:3]=[C:4]([O:9][C@@H:10]([C:12]2[C:17]([Cl:18])=[CH:16][CH:15]=[C:14]([F:19])[C:13]=2[Cl:20])[CH3:11])[C:5]([NH2:8])=[N:6][CH:7]=1.Br[C:22]1[CH:27]=[CH:26][C:25](B(O)O)=[C:24]([O:31][CH3:32])[CH:23]=1.[CH3:33][PH:34](=[O:36])[CH3:35], predict the reaction product. The product is: [Cl:20][C:13]1[C:14]([F:19])=[CH:15][CH:16]=[C:17]([Cl:18])[C:12]=1[C@H:10]([O:9][C:4]1[C:5]([NH2:8])=[N:6][CH:7]=[C:2]([C:25]2[CH:26]=[CH:27][C:22]([P:34]([CH3:35])([CH3:33])=[O:36])=[CH:23][C:24]=2[O:31][CH3:32])[CH:3]=1)[CH3:11]. (4) Given the reactants [CH:1]1([CH2:4][O:5][C:6]2[N:11]=[C:10]([C:12]([OH:14])=O)[CH:9]=[CH:8][C:7]=2[N:15]2[CH2:18][C:17]([F:20])([F:19])[CH2:16]2)[CH2:3][CH2:2]1.[NH2:21][CH:22]1[CH2:27][CH2:26][CH2:25][CH2:24][CH:23]1[OH:28], predict the reaction product. The product is: [OH:28][CH:23]1[CH2:24][CH2:25][CH2:26][CH2:27][CH:22]1[NH:21][C:12]([C:10]1[CH:9]=[CH:8][C:7]([N:15]2[CH2:18][C:17]([F:20])([F:19])[CH2:16]2)=[C:6]([O:5][CH2:4][CH:1]2[CH2:2][CH2:3]2)[N:11]=1)=[O:14]. (5) Given the reactants Cl[CH2:2][C:3]1[N:4]=[N:5][N:6]([CH3:8])[N:7]=1.[CH3:9][NH2:10], predict the reaction product. The product is: [CH3:9][NH:10][CH2:2][C:3]1[N:4]=[N:5][N:6]([CH3:8])[N:7]=1. (6) The product is: [N+:7]([C:6]1[S:5][CH:4]=[C:3]([C:10]#[N:11])[C:2]=1[C:17]1[S:18][C:19]2[CH:25]=[CH:24][CH:23]=[CH:22][C:20]=2[N:21]=1)([O-:9])=[O:8]. Given the reactants Br[C:2]1[C:3]([C:10]#[N:11])=[CH:4][S:5][C:6]=1[N+:7]([O-:9])=[O:8].C([Sn](CCCC)(CCCC)[C:17]1[S:18][C:19]2[CH:25]=[CH:24][CH:23]=[CH:22][C:20]=2[N:21]=1)CCC, predict the reaction product.